Regression. Given two drug SMILES strings and cell line genomic features, predict the synergy score measuring deviation from expected non-interaction effect. From a dataset of NCI-60 drug combinations with 297,098 pairs across 59 cell lines. Drug 1: CC1=C2C(C(=O)C3(C(CC4C(C3C(C(C2(C)C)(CC1OC(=O)C(C(C5=CC=CC=C5)NC(=O)OC(C)(C)C)O)O)OC(=O)C6=CC=CC=C6)(CO4)OC(=O)C)OC)C)OC. Drug 2: CN(C(=O)NC(C=O)C(C(C(CO)O)O)O)N=O. Cell line: SK-OV-3. Synergy scores: CSS=32.4, Synergy_ZIP=5.14, Synergy_Bliss=3.10, Synergy_Loewe=-18.4, Synergy_HSA=3.76.